Dataset: Forward reaction prediction with 1.9M reactions from USPTO patents (1976-2016). Task: Predict the product of the given reaction. (1) Given the reactants [OH:1][C:2]1[CH:3]=[C:4]([CH:9]=[CH:10][CH:11]=1)[C:5]([O:7][CH3:8])=[O:6].[CH3:25][CH:23]([O:22][C:20](/N=N/[C:20]([O:22][CH:23]([CH3:25])C)=O)=O)C.[C:26]1(P(C2C=CC=CC=2)C2C=CC=CC=2)C=CC=CC=1, predict the reaction product. The product is: [CH3:25][CH2:23][O:22][CH2:20][CH2:26][O:1][C:2]1[CH:3]=[C:4]([CH:9]=[CH:10][CH:11]=1)[C:5]([O:7][CH3:8])=[O:6]. (2) Given the reactants [N:1]1[CH:6]=[CH:5][CH:4]=[N:3][C:2]=1[C:7]1[CH:8]=[C:9]([CH:12]=O)[S:10][CH:11]=1.N1(C2C=C[C:22]([CH:23]=[O:24])=CC=2)C=CC=N1, predict the reaction product. The product is: [N:3]1[CH:4]=[CH:5][CH:6]=[N:1][C:2]=1[C:7]1[CH:8]=[C:9](/[CH:12]=[CH:22]/[CH:23]=[O:24])[S:10][CH:11]=1.